From a dataset of NCI-60 drug combinations with 297,098 pairs across 59 cell lines. Regression. Given two drug SMILES strings and cell line genomic features, predict the synergy score measuring deviation from expected non-interaction effect. (1) Cell line: HOP-92. Drug 2: CS(=O)(=O)CCNCC1=CC=C(O1)C2=CC3=C(C=C2)N=CN=C3NC4=CC(=C(C=C4)OCC5=CC(=CC=C5)F)Cl. Drug 1: CC1=C(C(CCC1)(C)C)C=CC(=CC=CC(=CC(=O)O)C)C. Synergy scores: CSS=12.3, Synergy_ZIP=-5.76, Synergy_Bliss=-4.67, Synergy_Loewe=-1.34, Synergy_HSA=-0.609. (2) Drug 1: CC1=C(N=C(N=C1N)C(CC(=O)N)NCC(C(=O)N)N)C(=O)NC(C(C2=CN=CN2)OC3C(C(C(C(O3)CO)O)O)OC4C(C(C(C(O4)CO)O)OC(=O)N)O)C(=O)NC(C)C(C(C)C(=O)NC(C(C)O)C(=O)NCCC5=NC(=CS5)C6=NC(=CS6)C(=O)NCCC[S+](C)C)O. Drug 2: C1CCC(C(C1)N)N.C(=O)(C(=O)[O-])[O-].[Pt+4]. Cell line: SK-MEL-5. Synergy scores: CSS=45.7, Synergy_ZIP=-1.57, Synergy_Bliss=-0.0304, Synergy_Loewe=4.84, Synergy_HSA=6.88.